From a dataset of Full USPTO retrosynthesis dataset with 1.9M reactions from patents (1976-2016). Predict the reactants needed to synthesize the given product. Given the product [F:36][C:32]1([F:35])[CH2:33][CH2:34][N:30]([C:12]2[N:11]=[C:10]([O:6][CH2:5][C:4]([CH3:8])([CH3:7])[CH3:3])[N:15]=[C:14]3[N:16]([CH2:19][C:20]4[CH:25]=[CH:24][CH:23]=[CH:22][C:21]=4[C:26]([F:28])([F:29])[F:27])[N:17]=[CH:18][C:13]=23)[CH2:31]1, predict the reactants needed to synthesize it. The reactants are: [H-].[Na+].[CH3:3][C:4]([CH3:8])([CH3:7])[CH2:5][OH:6].Cl[C:10]1[N:15]=[C:14]2[N:16]([CH2:19][C:20]3[CH:25]=[CH:24][CH:23]=[CH:22][C:21]=3[C:26]([F:29])([F:28])[F:27])[N:17]=[CH:18][C:13]2=[C:12]([N:30]2[CH2:34][CH2:33][C:32]([F:36])([F:35])[CH2:31]2)[N:11]=1.CCOC(C)=O.